Dataset: Full USPTO retrosynthesis dataset with 1.9M reactions from patents (1976-2016). Task: Predict the reactants needed to synthesize the given product. Given the product [F:34][C:35]([F:40])([F:39])[C:36]([OH:38])=[O:37].[NH2:8][C:9]1[S:10][C:11]2[CH:17]=[C:16]([O:18][S:19]([C:22]3[CH:23]=[CH:24][C:25]([NH:28][CH2:29][C:30]([OH:33])([CH3:31])[CH3:32])=[CH:26][CH:27]=3)(=[O:20])=[O:21])[CH:15]=[CH:14][C:12]=2[N:13]=1, predict the reactants needed to synthesize it. The reactants are: C(OC([NH:8][C:9]1[S:10][C:11]2[CH:17]=[C:16]([O:18][S:19]([C:22]3[CH:27]=[CH:26][C:25]([NH:28][CH2:29][C:30]([OH:33])([CH3:32])[CH3:31])=[CH:24][CH:23]=3)(=[O:21])=[O:20])[CH:15]=[CH:14][C:12]=2[N:13]=1)=O)(C)(C)C.[F:34][C:35]([F:40])([F:39])[C:36]([OH:38])=[O:37].